The task is: Predict which catalyst facilitates the given reaction.. This data is from Catalyst prediction with 721,799 reactions and 888 catalyst types from USPTO. (1) Reactant: [NH2:1][C@@H:2]([CH2:17][C:18]1[CH:23]=[CH:22][CH:21]=[CH:20][CH:19]=1)[C:3]([NH:5][C:6]1[S:7][C:8]([C:11]2[CH:16]=[CH:15][N:14]=[CH:13][CH:12]=2)=[N:9][N:10]=1)=[O:4].[NH:24]1[CH:28]=[C:27]([CH:29]=O)[N:26]=[CH:25]1.[BH3-][C:32]#N.[Na+]. Product: [CH3:32][N:24]1[CH:28]=[C:27]([CH2:29][NH:1][C@@H:2]([CH2:17][C:18]2[CH:23]=[CH:22][CH:21]=[CH:20][CH:19]=2)[C:3]([NH:5][C:6]2[S:7][C:8]([C:11]3[CH:16]=[CH:15][N:14]=[CH:13][CH:12]=3)=[N:9][N:10]=2)=[O:4])[N:26]=[CH:25]1. The catalyst class is: 5. (2) Reactant: [F:1][CH:2]([F:21])[O:3][C:4]1[CH:5]=[C:6]2[C:11](=[CH:12][CH:13]=1)[CH2:10][N:9](C(OC(C)(C)C)=O)[CH2:8][CH2:7]2.[ClH:22].O1CCOCC1. Product: [ClH:22].[F:21][CH:2]([F:1])[O:3][C:4]1[CH:5]=[C:6]2[C:11](=[CH:12][CH:13]=1)[CH2:10][NH:9][CH2:8][CH2:7]2. The catalyst class is: 13. (3) Product: [NH:22]1[CH:21]=[C:20]([C:17]2[CH:18]=[CH:19][C:14]([NH:13][C:12]3[C:6]4[CH2:5][N:4]([C:1](=[O:3])[CH3:2])[CH2:9][CH2:8][C:7]=4[N:10]([CH2:32][CH:33]4[CH2:35][CH2:34]4)[N:11]=3)=[CH:15][CH:16]=2)[CH:24]=[N:23]1. Reactant: [C:1]([N:4]1[CH2:9][CH2:8][C:7]2[N:10]([CH2:32][CH:33]3[CH2:35][CH2:34]3)[N:11]=[C:12]([NH:13][C:14]3[CH:19]=[CH:18][C:17]([C:20]4[CH:21]=[N:22][N:23](C(OC(C)(C)C)=O)[CH:24]=4)=[CH:16][CH:15]=3)[C:6]=2[CH2:5]1)(=[O:3])[CH3:2].C(O)(C(F)(F)F)=O. The catalyst class is: 2. (4) Reactant: [CH2:1]([O:8][C:9]([NH:11][C@H:12]1[C:21]2[C:16](=[CH:17][CH:18]=[C:19]([C:22]([O:24][CH2:25][CH3:26])=[O:23])[CH:20]=2)[NH:15][C@@H:14]([CH3:27])[C@@H:13]1[CH3:28])=[O:10])[C:2]1[CH:7]=[CH:6][CH:5]=[CH:4][CH:3]=1.N1C=CC=CC=1.[C:35](Cl)(=[O:37])[CH3:36]. Product: [C:35]([N:15]1[C:16]2[C:21](=[CH:20][C:19]([C:22]([O:24][CH2:25][CH3:26])=[O:23])=[CH:18][CH:17]=2)[C@H:12]([NH:11][C:9]([O:8][CH2:1][C:2]2[CH:7]=[CH:6][CH:5]=[CH:4][CH:3]=2)=[O:10])[C@@H:13]([CH3:28])[C@@H:14]1[CH3:27])(=[O:37])[CH3:36]. The catalyst class is: 2. (5) Reactant: Cl[C:2]1[C:7]([CH2:8][N:9]([CH3:20])[C@@H:10]2[C:19]3[C:14](=[CH:15][CH:16]=[CH:17][CH:18]=3)[CH2:13][CH2:12][CH2:11]2)=[C:6]([CH3:21])[N:5]=[C:4]([C:22]2[C:27]([CH2:28][CH3:29])=[CH:26][CH:25]=[CH:24][C:23]=2[CH2:30][CH3:31])[N:3]=1.[CH3:32][C:33]([N:35](C)C)=[O:34].[C-]#N.[K+].[C:41]([O-])(O)=O.[Na+]. Product: [CH2:30]([C:23]1[CH:24]=[CH:25][CH:26]=[C:27]([CH2:28][CH3:29])[C:22]=1[C:4]1[N:5]=[C:6]([CH2:21][NH:35][C:33](=[O:34])[CH3:32])[C:7]([CH2:8][N:9]([CH3:20])[C@@H:10]2[C:19]3[C:14](=[CH:15][CH:16]=[CH:17][CH:18]=3)[CH2:13][CH2:12][CH2:11]2)=[C:2]([CH3:41])[N:3]=1)[CH3:31]. The catalyst class is: 25. (6) Reactant: [CH2:1]([O:3][C@@H:4]([CH2:8][C:9]1[CH:14]=[CH:13][C:12]([O:15][CH2:16][CH2:17][CH2:18][CH2:19][C:20]2[CH:25]=[CH:24][C:23]([N+:26]([O-])=O)=[CH:22][CH:21]=2)=[CH:11][CH:10]=1)[C:5]([OH:7])=[O:6])[CH3:2]. Product: [NH2:26][C:23]1[CH:22]=[CH:21][C:20]([CH2:19][CH2:18][CH2:17][CH2:16][O:15][C:12]2[CH:11]=[CH:10][C:9]([CH2:8][C@H:4]([O:3][CH2:1][CH3:2])[C:5]([OH:7])=[O:6])=[CH:14][CH:13]=2)=[CH:25][CH:24]=1. The catalyst class is: 78. (7) Product: [CH:1]1([CH2:4][O:5]/[N:6]=[C:7](/[C:39]2[CH:40]=[CH:41][C:36]3[N:37]([C:33]([CH:31]([C:30]4[C:21]([F:20])=[C:22]5[C:27](=[CH:28][C:29]=4[F:45])[N:26]=[CH:25][CH:24]=[CH:23]5)[CH3:32])=[N:34][N:35]=3)[N:38]=2)\[CH3:8])[CH2:3][CH2:2]1. The catalyst class is: 5. Reactant: [CH:1]1([CH2:4][O:5][N:6]2C(=O)C3[C:8](=CC=CC=3)[C:7]2=O)[CH2:3][CH2:2]1.O.NN.[F:20][C:21]1[C:30]([CH:31]([C:33]2[N:37]3[N:38]=[C:39](C(=O)C)[CH:40]=[CH:41][C:36]3=[N:35][N:34]=2)[CH3:32])=[C:29]([F:45])[CH:28]=[C:27]2[C:22]=1[CH:23]=[CH:24][CH:25]=[N:26]2.Cl.[OH-].[Na+].